This data is from Forward reaction prediction with 1.9M reactions from USPTO patents (1976-2016). The task is: Predict the product of the given reaction. Given the reactants [CH2:1]([O:3][C:4](=[O:32])[C:5]1[CH:10]=[CH:9][C:8]([N:11]2[CH:15]=[C:14]([C:16]3[CH:21]=[CH:20][C:19]([Cl:22])=[CH:18][C:17]=3[Cl:23])[N:13]=[C:12]2[CH2:24][C:25]2[CH:30]=[CH:29][C:28](Br)=[CH:27][CH:26]=2)=[CH:7][CH:6]=1)[CH3:2].[NH2:33][C:34]1[CH:39]=[CH:38][C:37](B(O)O)=[CH:36][CH:35]=1, predict the reaction product. The product is: [CH2:1]([O:3][C:4](=[O:32])[C:5]1[CH:10]=[CH:9][C:8]([N:11]2[CH:15]=[C:14]([C:16]3[CH:21]=[CH:20][C:19]([Cl:22])=[CH:18][C:17]=3[Cl:23])[N:13]=[C:12]2[CH2:24][C:25]2[CH:30]=[CH:29][C:28]([C:37]3[CH:38]=[CH:39][C:34]([NH2:33])=[CH:35][CH:36]=3)=[CH:27][CH:26]=2)=[CH:7][CH:6]=1)[CH3:2].